Dataset: Forward reaction prediction with 1.9M reactions from USPTO patents (1976-2016). Task: Predict the product of the given reaction. Given the reactants [F:1][CH:2]1[CH2:8][CH2:7][CH2:6][C:5]2[CH:9]=[CH:10][CH:11]=[CH:12][C:4]=2[C:3]1=O.N1C=CC=CC=1.Cl.[CH3:21][O:22][NH2:23], predict the reaction product. The product is: [CH3:21][O:22][N:23]=[C:3]1[C:4]2[CH:12]=[CH:11][CH:10]=[CH:9][C:5]=2[CH2:6][CH2:7][CH2:8][CH:2]1[F:1].